Dataset: Forward reaction prediction with 1.9M reactions from USPTO patents (1976-2016). Task: Predict the product of the given reaction. (1) Given the reactants Br[C:2]1[CH:3]=[C:4]([N:8]2[C:16]3[CH2:15][CH2:14][N:13]([C:17]([O:19][C:20]([CH3:23])([CH3:22])[CH3:21])=[O:18])[CH2:12][C:11]=3[C:10]([C:24]([O:26][CH2:27][CH3:28])=[O:25])=[N:9]2)[CH:5]=[CH:6][CH:7]=1.[C:29]([C@:31]1([OH:38])[CH2:35][CH2:34][N:33]([CH3:36])[C:32]1=[O:37])#[CH:30], predict the reaction product. The product is: [OH:38][C@@:31]1([C:29]#[C:30][C:2]2[CH:3]=[C:4]([N:8]3[C:16]4[CH2:15][CH2:14][N:13]([C:17]([O:19][C:20]([CH3:21])([CH3:23])[CH3:22])=[O:18])[CH2:12][C:11]=4[C:10]([C:24]([O:26][CH2:27][CH3:28])=[O:25])=[N:9]3)[CH:5]=[CH:6][CH:7]=2)[CH2:35][CH2:34][N:33]([CH3:36])[C:32]1=[O:37]. (2) Given the reactants [CH3:1][O:2][C:3]1[CH:4]=[C:5]2[C:10](=[CH:11][C:12]=1[O:13][CH3:14])[N:9]=[CH:8][CH:7]=[C:6]2[O:15][C:16]1[CH:22]=[CH:21][C:19]([NH2:20])=[C:18]([CH3:23])[C:17]=1[CH3:24].Cl[C:26](Cl)([O:28][C:29](=[O:35])OC(Cl)(Cl)Cl)Cl.[C:37]([C:41]1C=[CH:45][CH:44]=[CH:43][C:42]=1O)([CH3:40])([CH3:39])[CH3:38].C(=O)(O)[O-].[Na+], predict the reaction product. The product is: [CH3:1][O:2][C:3]1[CH:4]=[C:5]2[C:10](=[CH:11][C:12]=1[O:13][CH3:14])[N:9]=[CH:8][CH:7]=[C:6]2[O:15][C:16]1[CH:22]=[CH:21][C:19]([NH:20][C:29](=[O:35])[O:28][C:26]2[CH:45]=[CH:44][CH:43]=[CH:42][C:41]=2[C:37]([CH3:40])([CH3:39])[CH3:38])=[C:18]([CH3:23])[C:17]=1[CH3:24].